Binary Classification. Given a drug SMILES string, predict its activity (active/inactive) in a high-throughput screening assay against a specified biological target. From a dataset of Cav3 T-type calcium channel HTS with 100,875 compounds. (1) The molecule is O=C(N1CCN(CC1)c1cc(NCc2occc2)c([N+]([O-])=O)cc1)c1ccc(cc1)C. The result is 0 (inactive). (2) The molecule is S\1CC(=O)N(c2ccccc2)C1=N/C(=O)c1occc1. The result is 0 (inactive). (3) The compound is O=C(Nc1ccc(cc1)C(OC)=O)CN1CCN(CC1)c1ccccc1. The result is 0 (inactive). (4) The molecule is S(Oc1ccccc1)(=O)(=O)/C=C\c1ccccc1. The result is 0 (inactive). (5) The result is 1 (active). The drug is Clc1nc2c(cc1CN(Cc1occc1)C(=O)Nc1cc(ccc1)C#N)cccc2C. (6) The molecule is O=C1N(C(=O)C2C1C1CC2C=C1)CC(=O)Nc1cc2OCCOc2cc1. The result is 0 (inactive). (7) The compound is OC(Cn1c2c(c3c1cccc3)cccc2)CN(CC=C)CC=C. The result is 1 (active). (8) The compound is S(C(C(=O)N1CCC(CC1)C(=O)N)C)c1nc(cc(n1)C(F)(F)F)c1ccccc1. The result is 0 (inactive). (9) The molecule is O=C1N(c2c(C31Nc1c(N3)c(OCCCC)ccc1OCCCC)cccc2)C(=O)C. The result is 0 (inactive).